This data is from Blood-brain barrier permeability classification from the B3DB database. The task is: Regression/Classification. Given a drug SMILES string, predict its absorption, distribution, metabolism, or excretion properties. Task type varies by dataset: regression for continuous measurements (e.g., permeability, clearance, half-life) or binary classification for categorical outcomes (e.g., BBB penetration, CYP inhibition). Dataset: b3db_classification. (1) The drug is CCC(=O)N1CCN(C(=O)OC2C3=C(SCCS3)C(=O)N2c2ccc3ccc(Cl)nc3n2)CC1. The result is 1 (penetrates BBB). (2) The result is 1 (penetrates BBB). The drug is CCC(NC(=O)c1c(O)c(-c2ccccc2)nc2ccccc12)c1ccccc1. (3) The drug is Cc1ccc(C)c([C@H](C)NC(=O)[C@H](C)SCc2ccccc2)c1. The result is 0 (does not penetrate BBB). (4) The molecule is CC(=O)N1CCN(C(=O)Cc2ccccc2)C(CN2CCC(O)C2)C1. The result is 0 (does not penetrate BBB). (5) The drug is CC(C)C[C@H]1C(=O)N2CCC[C@H]2[C@]2(O)O[C@](NC(=O)[C@@H]3C=C4c5cccc6[nH]c(Br)c(c56)C[C@H]4N(C)C3)(C(C)C)C(=O)N12. The result is 0 (does not penetrate BBB). (6) The molecule is CN(c1nccc(=O)[nH]1)C1CCN(c2nc3ccccc3n2Cc2ccc(F)cc2)CC1. The result is 0 (does not penetrate BBB). (7) The molecule is CN1CCN(C=C2N=C3CN=C(c4ccccc4Cl)c4cc([N+](=O)[O-])ccc4N3C2=O)CC1. The result is 1 (penetrates BBB). (8) The result is 0 (does not penetrate BBB). The drug is NC(CSSCC(N)C(=O)O)C(=O)O. (9) The result is 1 (penetrates BBB). The drug is CC(C)NC(=O)OC1CCN(CCCC(=O)c2ccc(F)cc2)CC1. (10) The molecule is O=C1CCC2(CCC(=O)c3ccccc32)C(=O)N1. The result is 1 (penetrates BBB).